From a dataset of Forward reaction prediction with 1.9M reactions from USPTO patents (1976-2016). Predict the product of the given reaction. (1) The product is: [Cl:3][CH2:20][C:17]1[CH:18]=[CH:19][C:14]([CH2:13][CH2:12][C:9]2[CH:10]=[CH:11][C:6]([F:5])=[CH:7][CH:8]=2)=[CH:15][CH:16]=1. Given the reactants S(Cl)([Cl:3])=O.[F:5][C:6]1[CH:11]=[CH:10][C:9]([CH2:12][CH2:13][C:14]2[CH:19]=[CH:18][C:17]([CH2:20]O)=[CH:16][CH:15]=2)=[CH:8][CH:7]=1.C(=O)(O)[O-].[Na+], predict the reaction product. (2) Given the reactants [NH2:1][C:2]1[C:7]([CH3:8])=[CH:6][C:5]([CH2:9][C:10](=[O:14])[C:11]([OH:13])=[O:12])=[CH:4][C:3]=1[CH3:15].[CH2:16](N(CC)CC)C, predict the reaction product. The product is: [NH2:1][C:2]1[C:3]([CH3:15])=[CH:4][C:5]([CH2:9][C@@H:10]([OH:14])[C:11]([O:13][CH3:16])=[O:12])=[CH:6][C:7]=1[CH3:8]. (3) Given the reactants [H-].[Al+3].[Li+].[H-].[H-].[H-].[CH2:7]([N:14]1[CH2:18][CH2:17][CH:16]([NH:19][C:20]2[N:25]=[C:24]([CH3:26])[C:23]([C:27](OCC3C=CC=CC=3)=[O:28])=[CH:22][N:21]=2)[CH2:15]1)[C:8]1[CH:13]=[CH:12][CH:11]=[CH:10][CH:9]=1.O.[OH-].[Na+], predict the reaction product. The product is: [CH2:7]([N:14]1[CH2:18][CH2:17][CH:16]([NH:19][C:20]2[N:25]=[C:24]([CH3:26])[C:23]([CH2:27][OH:28])=[CH:22][N:21]=2)[CH2:15]1)[C:8]1[CH:13]=[CH:12][CH:11]=[CH:10][CH:9]=1. (4) Given the reactants [Cl:1][C:2]1[CH:7]=[C:6]([C:8]2[N:9]=[C:10](O)[C:11]3[C:17]([O:18][CH3:19])=[CH:16][N:15]=[CH:14][C:12]=3[N:13]=2)[CH:5]=[CH:4][N:3]=1.[CH3:21][NH2:22].Cl, predict the reaction product. The product is: [Cl:1][C:2]1[CH:7]=[C:6]([C:8]2[N:9]=[C:10]([NH:22][CH3:21])[C:11]3[C:17]([O:18][CH3:19])=[CH:16][N:15]=[CH:14][C:12]=3[N:13]=2)[CH:5]=[CH:4][N:3]=1. (5) Given the reactants Cl[C:2]1[C:11]2[N:12]=[CH:13][N:14]([CH2:15][CH:16]([CH3:19])[CH2:17][OH:18])[C:10]=2[C:9]2[CH:8]=[CH:7][CH:6]=[CH:5][C:4]=2[N:3]=1.[OH-].[K+].[NH3:22], predict the reaction product. The product is: [NH2:22][C:2]1[C:11]2[N:12]=[CH:13][N:14]([CH2:15][CH:16]([CH3:19])[CH2:17][OH:18])[C:10]=2[C:9]2[CH:8]=[CH:7][CH:6]=[CH:5][C:4]=2[N:3]=1. (6) The product is: [Br:1][C:2]1[C:3]([CH3:19])=[C:4]([N:8]2[C:16](=[O:17])[C:15]3[CH:14]=[CH:13][N:12]=[CH:11][C:10]=3[CH2:9]2)[CH:5]=[CH:6][CH:7]=1. Given the reactants [Br:1][C:2]1[C:3]([CH3:19])=[C:4]([N:8]2[C:16](=[O:17])[C:15]3[CH:14]=[CH:13][N:12]=[CH:11][C:10]=3[C:9]2=O)[CH:5]=[CH:6][CH:7]=1.[BH4-].[Na+].BrC1C(C)=C(NC(=O)C2C(CO)=CC=NC=2)C=CC=1.BrC1C(C)=C(NC(=O)C2C=CN=CC=2CO)C=CC=1.C1(P(C2C=CC=CC=2)C2C=CC=CC=2)C=CC=CC=1.N(C(OCC)=O)=NC(OCC)=O, predict the reaction product.